This data is from Catalyst prediction with 721,799 reactions and 888 catalyst types from USPTO. The task is: Predict which catalyst facilitates the given reaction. (1) Reactant: [CH2:1]([C:3]([C:6]1[CH:11]=[CH:10][C:9]([F:12])=[CH:8][CH:7]=1)=[CH:4][CH3:5])[CH3:2].[Li]CCCC.CN([CH:21]=[O:22])C. Product: [CH2:4]([C:3]([C:6]1[CH:11]=[CH:10][C:9]([F:12])=[C:8]([CH:7]=1)[CH:21]=[O:22])=[CH:1][CH3:2])[CH3:5]. The catalyst class is: 1. (2) Reactant: [C:1]1(/[CH:7]=[CH:8]/[C:9]2[NH:14][C:13](=[O:15])[C:12]([O:16]C3CCCCO3)=[CH:11][N:10]=2)[CH:6]=[CH:5][CH:4]=[CH:3][CH:2]=1.C(=O)([O-])O.[Na+]. The catalyst class is: 126. Product: [OH:16][C:12]1[C:13](=[O:15])[NH:14][C:9](/[CH:8]=[CH:7]/[C:1]2[CH:2]=[CH:3][CH:4]=[CH:5][CH:6]=2)=[N:10][CH:11]=1. (3) Reactant: C[O:2][C:3]1[CH:4]=[C:5]([NH:9][C:10](=[O:19])[CH:11]=[CH:12]C2C=CC=CC=2)[CH:6]=[CH:7][CH:8]=1.[Cl-].[Al+3].[Cl-].[Cl-]. Product: [OH:2][C:3]1[CH:4]=[C:5]2[C:6]([CH:12]=[CH:11][C:10](=[O:19])[NH:9]2)=[CH:7][CH:8]=1. The catalyst class is: 159. (4) Reactant: [CH2:1]([O:8][C:9]1[CH:14]=[CH:13][C:12]([CH:15]([C:17]2[N:18]([S:36]([C:39]3[CH:45]=[CH:44][C:42]([CH3:43])=[CH:41][CH:40]=3)(=[O:38])=[O:37])[CH:19]=[CH:20][C:21]=2[N:22]2[CH:26]=[CH:25][CH:24]=[C:23]2[CH2:27][O:28][Si:29]([C:32]([CH3:35])([CH3:34])[CH3:33])([CH3:31])[CH3:30])[OH:16])=[C:11]([O:46][CH3:47])[CH:10]=1)[C:2]1[CH:7]=[CH:6][CH:5]=[CH:4][CH:3]=1. Product: [CH2:1]([O:8][C:9]1[CH:14]=[CH:13][C:12]([C:15]([C:17]2[N:18]([S:36]([C:39]3[CH:40]=[CH:41][C:42]([CH3:43])=[CH:44][CH:45]=3)(=[O:37])=[O:38])[CH:19]=[CH:20][C:21]=2[N:22]2[CH:26]=[CH:25][CH:24]=[C:23]2[CH2:27][O:28][Si:29]([C:32]([CH3:35])([CH3:34])[CH3:33])([CH3:31])[CH3:30])=[O:16])=[C:11]([O:46][CH3:47])[CH:10]=1)[C:2]1[CH:7]=[CH:6][CH:5]=[CH:4][CH:3]=1. The catalyst class is: 16. (5) Reactant: [NH2:1][C:2]1[S:3][C:4]([C:10]2[CH:15]=[CH:14][C:13]([C:16]3([F:20])[CH2:19][O:18][CH2:17]3)=[CH:12][CH:11]=2)=[CH:5][C:6]=1[C:7]([NH2:9])=[O:8].Br[C:22]1[N:27]=[C:26]([CH2:28][O:29][CH2:30][C:31]([CH3:34])([OH:33])[CH3:32])[CH:25]=[CH:24][CH:23]=1.C([O-])([O-])=O.[K+].[K+].CC(C1C=C(C(C)C)C(C2C=CC=CC=2P(C2CCCCC2)C2CCCCC2)=C(C(C)C)C=1)C.C(O)(CC)(C)C. Product: [F:20][C:16]1([C:13]2[CH:14]=[CH:15][C:10]([C:4]3[S:3][C:2]([NH:1][C:22]4[CH:23]=[CH:24][CH:25]=[C:26]([CH2:28][O:29][CH2:30][C:31]([OH:33])([CH3:32])[CH3:34])[N:27]=4)=[C:6]([C:7]([NH2:9])=[O:8])[CH:5]=3)=[CH:11][CH:12]=2)[CH2:17][O:18][CH2:19]1. The catalyst class is: 110.